This data is from Forward reaction prediction with 1.9M reactions from USPTO patents (1976-2016). The task is: Predict the product of the given reaction. (1) The product is: [CH2:1]([NH:5][NH:6][C:7]([C@@H:9]1[CH2:13][C@@H:12]([SH:14])[CH2:11][N:10]1[S:24]([C:27]1[CH:36]=[CH:35][C:34]2[C:29](=[CH:30][CH:31]=[CH:32][CH:33]=2)[CH:28]=1)(=[O:26])=[O:25])=[O:8])[CH:2]([CH3:4])[CH3:3]. Given the reactants [CH2:1]([NH:5][NH:6][C:7]([C@@H:9]1[CH2:13][C@@H:12]([S:14]CC2C=CC(OC)=CC=2)[CH2:11][N:10]1[S:24]([C:27]1[CH:36]=[CH:35][C:34]2[C:29](=[CH:30][CH:31]=[CH:32][CH:33]=2)[CH:28]=1)(=[O:26])=[O:25])=[O:8])[CH:2]([CH3:4])[CH3:3].C([SiH](CC)CC)C, predict the reaction product. (2) Given the reactants CS(Cl)(=O)=O.C(N(CC)CC)C.[Cl:13][C:14]1[CH:19]=[CH:18][C:17]([C:20]2[CH:21]=[CH:22][C:23]([C:26]#[C:27][C:28]3[CH:33]=[CH:32][C:31](/[CH:34]=[C:35](\[CH3:38])/[CH2:36]O)=[CH:30][CH:29]=3)=[N:24][CH:25]=2)=[CH:16][CH:15]=1.[CH3:39][CH:40]1[CH2:45][CH2:44][NH:43][CH2:42][CH2:41]1, predict the reaction product. The product is: [Cl:13][C:14]1[CH:19]=[CH:18][C:17]([C:20]2[CH:21]=[CH:22][C:23]([C:26]#[C:27][C:28]3[CH:33]=[CH:32][C:31](/[CH:34]=[C:35](\[CH3:38])/[CH2:36][N:43]4[CH2:44][CH2:45][CH:40]([CH3:39])[CH2:41][CH2:42]4)=[CH:30][CH:29]=3)=[N:24][CH:25]=2)=[CH:16][CH:15]=1. (3) Given the reactants [C:1]([O:5][C:6](=[O:17])[NH:7][CH:8]([CH:12]1[CH2:16][CH2:15][NH:14][CH2:13]1)[CH2:9][C:10]#[N:11])([CH3:4])([CH3:3])[CH3:2].[CH:18]1([N:21]2[C:30]3[C:25](=[CH:26][C:27]([F:33])=[C:28](F)[C:29]=3[CH3:31])[C:24](=[O:34])[NH:23][C:22]2=[O:35])[CH2:20][CH2:19]1.CN(C)C(N(C)C)=N.O, predict the reaction product. The product is: [C:1]([O:5][C:6](=[O:17])[NH:7][CH:8]([CH:12]1[CH2:16][CH2:15][N:14]([C:28]2[C:29]([CH3:31])=[C:30]3[C:25]([C:24](=[O:34])[NH:23][C:22](=[O:35])[N:21]3[CH:18]3[CH2:20][CH2:19]3)=[CH:26][C:27]=2[F:33])[CH2:13]1)[CH2:9][C:10]#[N:11])([CH3:4])([CH3:2])[CH3:3].